From a dataset of Reaction yield outcomes from USPTO patents with 853,638 reactions. Predict the reaction yield, written as a fraction of the theoretical maximum amount of product (1.0 means a 100% yield; for example, 0.34 means a 34% yield). The reactants are [C:1]1([N:7]2[C:11]3[NH:12][C:13](=[O:22])[C:14]([C:16]4[CH:21]=[CH:20][CH:19]=[CH:18][CH:17]=4)=[CH:15][C:10]=3[N:9]=[N:8]2)[CH:6]=[CH:5][CH:4]=[CH:3][CH:2]=1.[H-].[Na+].[CH3:25][N:26]1[C:30]([CH2:31]Cl)=[N:29][CH:28]=[N:27]1.O. The catalyst is CN(C=O)C. The product is [C:1]1([N:7]2[C:11]3=[N:12][C:13]([O:22][CH2:31][C:30]4[N:26]([CH3:25])[N:27]=[CH:28][N:29]=4)=[C:14]([C:16]4[CH:17]=[CH:18][CH:19]=[CH:20][CH:21]=4)[CH:15]=[C:10]3[N:9]=[N:8]2)[CH:2]=[CH:3][CH:4]=[CH:5][CH:6]=1. The yield is 0.100.